Dataset: HIV replication inhibition screening data with 41,000+ compounds from the AIDS Antiviral Screen. Task: Binary Classification. Given a drug SMILES string, predict its activity (active/inactive) in a high-throughput screening assay against a specified biological target. (1) The molecule is O=C(c1ccccc1)N1CCN(C(=S)NC2CCCCC2)C1=S. The result is 0 (inactive). (2) The drug is CCc1cccc2c3c([nH]c12)C(CC)(CC(=O)O)OCC3. The result is 0 (inactive). (3) The compound is COC(=O)C1CCC(=O)C(Sc2ccccc2)C1. The result is 0 (inactive). (4) The compound is O=C(CCCCCCCCCCc1ccccc1)c1c(O)cccc1O. The result is 0 (inactive). (5) The molecule is CCc1cc2c(cc1C(=O)CCC(=O)O)CC1(C2)Cc2cc(CC)c(C(=O)CCC(=O)O)cc2C1. The result is 0 (inactive). (6) The molecule is COc1ccc(C2(OC)Oc3ccccc3C(=O)C2(O)OC)cc1OC. The result is 0 (inactive).